This data is from Peptide-MHC class II binding affinity with 134,281 pairs from IEDB. The task is: Regression. Given a peptide amino acid sequence and an MHC pseudo amino acid sequence, predict their binding affinity value. This is MHC class II binding data. (1) The binding affinity (normalized) is 0.218. The MHC is DRB1_0802 with pseudo-sequence DRB1_0802. The peptide sequence is GKGTLDGQGKAVWGK. (2) The peptide sequence is KEKVYLSWVPAHKGIGGNE. The MHC is HLA-DQA10401-DQB10402 with pseudo-sequence HLA-DQA10401-DQB10402. The binding affinity (normalized) is 0.150. (3) The binding affinity (normalized) is 0.410. The MHC is DRB1_0101 with pseudo-sequence DRB1_0101. The peptide sequence is WGAIWRIDTPDKLTG. (4) The peptide sequence is PKGGAESSSKAALTS. The MHC is HLA-DPA10103-DPB10401 with pseudo-sequence HLA-DPA10103-DPB10401. The binding affinity (normalized) is 0.